From a dataset of NCI-60 drug combinations with 297,098 pairs across 59 cell lines. Regression. Given two drug SMILES strings and cell line genomic features, predict the synergy score measuring deviation from expected non-interaction effect. (1) Drug 1: CS(=O)(=O)C1=CC(=C(C=C1)C(=O)NC2=CC(=C(C=C2)Cl)C3=CC=CC=N3)Cl. Drug 2: CCCCC(=O)OCC(=O)C1(CC(C2=C(C1)C(=C3C(=C2O)C(=O)C4=C(C3=O)C=CC=C4OC)O)OC5CC(C(C(O5)C)O)NC(=O)C(F)(F)F)O. Cell line: ACHN. Synergy scores: CSS=3.19, Synergy_ZIP=1.98, Synergy_Bliss=0.887, Synergy_Loewe=-6.27, Synergy_HSA=-0.879. (2) Drug 1: CCC1=CC2CC(C3=C(CN(C2)C1)C4=CC=CC=C4N3)(C5=C(C=C6C(=C5)C78CCN9C7C(C=CC9)(C(C(C8N6C)(C(=O)OC)O)OC(=O)C)CC)OC)C(=O)OC.C(C(C(=O)O)O)(C(=O)O)O. Drug 2: CCC1(C2=C(COC1=O)C(=O)N3CC4=CC5=C(C=CC(=C5CN(C)C)O)N=C4C3=C2)O.Cl. Cell line: SW-620. Synergy scores: CSS=45.2, Synergy_ZIP=-6.80, Synergy_Bliss=-5.94, Synergy_Loewe=-5.80, Synergy_HSA=-3.33.